From a dataset of Full USPTO retrosynthesis dataset with 1.9M reactions from patents (1976-2016). Predict the reactants needed to synthesize the given product. (1) The reactants are: C([O-])(O)=O.[Na+:5].[O-]S([O-])=O.[Na+].[Na+].[N:12]1[CH:17]=[CH:16][CH:15]=[C:14]([S:18](Cl)(=[O:20])=[O:19])[CH:13]=1. Given the product [Na+:5].[N:12]1[CH:17]=[CH:16][CH:15]=[C:14]([S:18]([O-:20])=[O:19])[CH:13]=1, predict the reactants needed to synthesize it. (2) Given the product [O:32]=[C:31]([NH:5][C@@H:4]1[C@@H:6]([OH:7])[C@H:8]([OH:9])[C@@H:10]([CH2:12][OH:13])[O:11][C@H:3]1[OH:2])[C@@H:29]([NH:28][C:21](=[O:22])[O:23][C:24]([CH3:27])([CH3:26])[CH3:25])[CH3:30], predict the reactants needed to synthesize it. The reactants are: Cl.[OH:2][CH:3]1[O:11][C@H:10]([CH2:12][OH:13])[C@@H:8]([OH:9])[C@H:6]([OH:7])[C@H:4]1[NH2:5].C(N(CC)CC)C.[C:21]([NH:28][C@H:29]([C:31](O)=[O:32])[CH3:30])([O:23][C:24]([CH3:27])([CH3:26])[CH3:25])=[O:22].C(Cl)CCl. (3) Given the product [O:11]=[C:7]1[CH2:8][CH2:9][CH2:10][N:6]1[CH2:5][CH:4]=[O:3], predict the reactants needed to synthesize it. The reactants are: [H-].C[O:3][C:4](=O)[CH2:5][N:6]1[CH2:10][CH2:9][CH2:8][C:7]1=[O:11]. (4) Given the product [Cl:26][C:25]([Cl:28])([Cl:27])[CH2:24][O:23][C:21](=[O:22])[NH:1][C:2]1[N:6]([C:7]2[CH:8]=[N:9][N:10]([CH2:12][CH2:13][OH:14])[CH:11]=2)[N:5]=[C:4]([CH:15]([CH3:17])[CH3:16])[CH:3]=1, predict the reactants needed to synthesize it. The reactants are: [NH2:1][C:2]1[N:6]([C:7]2[CH:8]=[N:9][N:10]([CH2:12][CH2:13][OH:14])[CH:11]=2)[N:5]=[C:4]([CH:15]([CH3:17])[CH3:16])[CH:3]=1.[OH-].[Na+].Cl[C:21]([O:23][CH2:24][C:25]([Cl:28])([Cl:27])[Cl:26])=[O:22]. (5) Given the product [CH3:1][O:2][C:3]1[CH:12]=[CH:11][C:6]([C:7]([OH:9])=[O:8])=[CH:5][C:4]=1[S:13](=[O:24])(=[O:23])[NH:14][CH2:15][CH2:16][N:17]1[CH2:22][CH2:21][O:20][CH2:19][CH2:18]1, predict the reactants needed to synthesize it. The reactants are: [CH3:1][O:2][C:3]1[CH:12]=[CH:11][C:6]([C:7]([O:9]C)=[O:8])=[CH:5][C:4]=1[S:13](=[O:24])(=[O:23])[NH:14][CH2:15][CH2:16][N:17]1[CH2:22][CH2:21][O:20][CH2:19][CH2:18]1.[OH-].[Li+].Cl. (6) Given the product [CH2:1]([O:3][C:4]([C:6]1[C:7]([NH:22][CH2:21][CH2:20][Cl:19])=[C:8]2[CH:14]=[N:13][N:12]([CH2:15][CH3:16])[C:9]2=[N:10][CH:11]=1)=[O:5])[CH3:2], predict the reactants needed to synthesize it. The reactants are: [CH2:1]([O:3][C:4]([C:6]1[C:7](Cl)=[C:8]2[CH:14]=[N:13][N:12]([CH2:15][CH3:16])[C:9]2=[N:10][CH:11]=1)=[O:5])[CH3:2].Cl.[Cl:19][CH2:20][CH2:21][NH2:22].C(N(CC)CC)C. (7) Given the product [C:12]([O:11][C:9](=[O:10])[N:31]([C@H:29]([C:27]1[CH:26]=[CH:25][CH:24]=[C:23]([C:22]([CH3:40])([CH3:41])[O:21][SiH2:20][C:16]([CH3:19])([CH3:18])[CH3:17])[N:28]=1)[CH3:30])[CH2:32][CH2:33][C:34]1[CH:35]=[CH:36][CH:37]=[CH:38][CH:39]=1)([CH3:13])([CH3:14])[CH3:15], predict the reactants needed to synthesize it. The reactants are: [C:12]([O:11][C:9](O[C:9]([O:11][C:12]([CH3:15])([CH3:14])[CH3:13])=[O:10])=[O:10])([CH3:15])([CH3:14])[CH3:13].[C:16]([SiH2:20][O:21][C:22]([CH3:41])([CH3:40])[C:23]1[N:28]=[C:27]([C@@H:29]([NH:31][CH2:32][CH2:33][C:34]2[CH:39]=[CH:38][CH:37]=[CH:36][CH:35]=2)[CH3:30])[CH:26]=[CH:25][CH:24]=1)([CH3:19])([CH3:18])[CH3:17].C(N(CC)CC)C. (8) The reactants are: Cl[C:2]1[CH:3]=[CH:4][C:5]2[N:6]([C:8]([C:11]3[CH:18]=[CH:17][C:14]([C:15]#[N:16])=[CH:13][CH:12]=3)=[CH:9][N:10]=2)[N:7]=1.C([O-])([O-])=O.[K+].[K+].Cl.[CH3:26][N:27]1[CH2:32][CH2:31][N:30]([C:33]([C:35]2[CH:40]=[CH:39][C:38](B(O)O)=[CH:37][CH:36]=2)=[O:34])[CH2:29][CH2:28]1. Given the product [CH3:26][N:27]1[CH2:32][CH2:31][N:30]([C:33]([C:35]2[CH:40]=[CH:39][C:38]([C:2]3[CH:3]=[CH:4][C:5]4[N:6]([C:8]([C:11]5[CH:18]=[CH:17][C:14]([C:15]#[N:16])=[CH:13][CH:12]=5)=[CH:9][N:10]=4)[N:7]=3)=[CH:37][CH:36]=2)=[O:34])[CH2:29][CH2:28]1, predict the reactants needed to synthesize it. (9) Given the product [Cl:33][C:32]1[CH:31]=[CH:30][CH:29]=[C:28]([Cl:34])[C:27]=1[C:20]1[C:19]([CH2:18][O:17][C:14]2[N:13]=[CH:12][C:11]([O:10][C:7]3[CH:6]=[CH:5][C:4]([C:3]([OH:35])=[O:2])=[CH:9][CH:8]=3)=[CH:16][CH:15]=2)=[C:23]([CH:24]([CH3:26])[CH3:25])[O:22][N:21]=1, predict the reactants needed to synthesize it. The reactants are: C[O:2][C:3](=[O:35])[C:4]1[CH:9]=[CH:8][C:7]([O:10][C:11]2[CH:12]=[N:13][C:14]([O:17][CH2:18][C:19]3[C:20]([C:27]4[C:32]([Cl:33])=[CH:31][CH:30]=[CH:29][C:28]=4[Cl:34])=[N:21][O:22][C:23]=3[CH:24]([CH3:26])[CH3:25])=[CH:15][CH:16]=2)=[CH:6][CH:5]=1.[OH-].[Na+].O.